From a dataset of Catalyst prediction with 721,799 reactions and 888 catalyst types from USPTO. Predict which catalyst facilitates the given reaction. (1) Product: [I:3][C:4]1[C:12]2[C:7](=[CH:8][CH:9]=[CH:10][CH:11]=2)[N:6]([C:14]2[N:22]=[C:21]3[C:17]([N:18]=[C:19]([CH2:24][N:25]4[CH2:30][CH2:29][CH:28]([C:31]([OH:34])([CH3:33])[CH3:32])[CH2:27][CH2:26]4)[N:20]3[CH3:23])=[C:16]([N:35]3[CH2:36][CH2:37][O:38][CH2:39][CH2:40]3)[N:15]=2)[N:5]=1. The catalyst class is: 3. Reactant: [H-].[Na+].[I:3][C:4]1[C:12]2[C:7](=[CH:8][CH:9]=[CH:10][CH:11]=2)[NH:6][N:5]=1.Cl[C:14]1[N:22]=[C:21]2[C:17]([N:18]=[C:19]([CH2:24][N:25]3[CH2:30][CH2:29][CH:28]([C:31]([OH:34])([CH3:33])[CH3:32])[CH2:27][CH2:26]3)[N:20]2[CH3:23])=[C:16]([N:35]2[CH2:40][CH2:39][O:38][CH2:37][CH2:36]2)[N:15]=1. (2) Reactant: [N+:1]([C:4]1[CH:12]=[CH:11][CH:10]=[CH:9][C:5]=1[C:6](Cl)=[O:7])([O-:3])=[O:2].[Cl:13][C:14]1[C:19]([NH2:20])=[CH:18][CH:17]=[CH:16][N:15]=1. Product: [N+:1]([C:4]1[CH:12]=[CH:11][CH:10]=[CH:9][C:5]=1[C:6]([NH:20][C:19]1[C:14]([Cl:13])=[N:15][CH:16]=[CH:17][CH:18]=1)=[O:7])([O-:3])=[O:2]. The catalyst class is: 11. (3) The catalyst class is: 3. Reactant: [CH3:1][C:2]1[S:23][C:5]2=[N:6][C:7]([CH3:22])=[C:8]([CH2:17][C:18]([O:20][CH3:21])=[O:19])[C:9]([C:10]3[CH:15]=[CH:14][C:13]([CH3:16])=[CH:12][CH:11]=3)=[C:4]2[CH:3]=1.[Li+].C[Si]([N-][Si](C)(C)C)(C)C.[CH2:34]1[CH2:38]OC[CH2:35]1.ICCC. Product: [CH3:1][C:2]1[S:23][C:5]2=[N:6][C:7]([CH3:22])=[C:8]([CH:17]([CH2:35][CH2:34][CH3:38])[C:18]([O:20][CH3:21])=[O:19])[C:9]([C:10]3[CH:11]=[CH:12][C:13]([CH3:16])=[CH:14][CH:15]=3)=[C:4]2[CH:3]=1.